Predict the reaction yield, written as a fraction of the theoretical maximum amount of product (1.0 means a 100% yield; for example, 0.34 means a 34% yield). From a dataset of Reaction yield outcomes from USPTO patents with 853,638 reactions. (1) The reactants are [Cl:1][C:2]1[N:7]=[CH:6][C:5]([NH2:8])=[CH:4][CH:3]=1.N1C=CC=CC=1.Cl[C:16]([O:18][CH2:19][C:20]([Cl:23])([Cl:22])[Cl:21])=[O:17].O. The catalyst is O1CCCC1. The product is [Cl:1][C:2]1[N:7]=[CH:6][C:5]([NH:8][C:16](=[O:17])[O:18][CH2:19][C:20]([Cl:23])([Cl:22])[Cl:21])=[CH:4][CH:3]=1. The yield is 0.920. (2) The reactants are Br[C:2]1[CH:3]=[CH:4][C:5]2[C:11]3[N:12]=[C:13]([N:15]4[C:19]([CH3:21])([CH3:20])[C:18](=[O:22])[NH:17][C:16]4=[O:23])[S:14][C:10]=3[CH2:9][CH2:8][O:7][C:6]=2[CH:24]=1.[CH3:25][C:26]([OH:43])([CH3:42])[CH2:27][N:28]1[CH:32]=[C:31](B2OC(C)(C)C(C)(C)O2)[CH:30]=[N:29]1. No catalyst specified. The product is [OH:43][C:26]([CH3:42])([CH3:25])[CH2:27][N:28]1[CH:32]=[C:31]([C:2]2[CH:3]=[CH:4][C:5]3[C:11]4[N:12]=[C:13]([N:15]5[C:19]([CH3:21])([CH3:20])[C:18](=[O:22])[NH:17][C:16]5=[O:23])[S:14][C:10]=4[CH2:9][CH2:8][O:7][C:6]=3[CH:24]=2)[CH:30]=[N:29]1. The yield is 0.120. (3) The reactants are [NH2:1][C:2]1[N:7]=[C:6](Cl)[CH:5]=[C:4]([CH3:9])[N:3]=1.[NH2:10][C@H:11]1[CH2:16][CH2:15][C@H:14]([OH:17])[CH2:13][CH2:12]1.C(=O)([O-])[O-].[K+].[K+].C(N(C(C)C)CC)(C)C. The catalyst is CC(N(C)C)=O.C(OCC)(=O)C. The product is [NH2:1][C:2]1[N:7]=[C:6]([NH:10][C@H:11]2[CH2:16][CH2:15][C@H:14]([OH:17])[CH2:13][CH2:12]2)[CH:5]=[C:4]([CH3:9])[N:3]=1. The yield is 0.990. (4) The reactants are [NH2:1][O:2][CH2:3][CH2:4][CH2:5][CH2:6][N-:7][CH3:8].[F:9][C:10]1[C:11]([NH:26][C:27]2[CH:32]=[CH:31][C:30]([I:33])=[CH:29][C:28]=2[F:34])=[C:12]([CH:20]=[C:21]([CH:24]=O)[C:22]=1[F:23])[C:13]([NH:15][O:16][CH2:17][CH2:18][OH:19])=[O:14].[O:35]1CCCC1.CO. No catalyst specified. The product is [F:9][C:10]1[C:11]([NH:26][C:27]2[CH:32]=[CH:31][C:30]([I:33])=[CH:29][C:28]=2[F:34])=[C:12]([CH:20]=[C:21](/[CH:24]=[N:1]/[O:2][CH2:3][CH2:4][CH2:5][C:6](=[O:35])[NH:7][CH3:8])[C:22]=1[F:23])[C:13]([NH:15][O:16][CH2:17][CH2:18][OH:19])=[O:14]. The yield is 0.790. (5) The reactants are C(N(CC)C(C)C)(C)C.Cl.[F:11][C:12]1[CH:21]=[CH:20][C:15]([C:16](=[NH:19])[O:17][CH3:18])=[CH:14][CH:13]=1.Cl.[CH3:23][O:24][C:25](=[O:30])[CH:26](CO)N. The catalyst is C(Cl)Cl. The product is [F:11][C:12]1[CH:13]=[CH:14][C:15]([C:16]2[O:17][CH2:18][CH:26]([C:25]([O:24][CH3:23])=[O:30])[N:19]=2)=[CH:20][CH:21]=1. The yield is 0.810. (6) The reactants are [C:1]1([C:15]([O:17][CH3:18])=[O:16])[CH:6]=[C:5]([C:7]([O:9][CH3:10])=[O:8])[CH:4]=[C:3]([C:11]([O:13]C)=[O:12])[CH:2]=1.[OH-].[Na+]. The catalyst is CO. The product is [CH3:18][O:17][C:15]([C:1]1[CH:2]=[C:3]([CH:4]=[C:5]([C:7]([O:9][CH3:10])=[O:8])[CH:6]=1)[C:11]([OH:13])=[O:12])=[O:16]. The yield is 0.880. (7) The product is [CH:1]1([C@H:7]([NH:12][C:13]([C:15]2[C:24]([NH:25][C:26]([NH:28][C:29]3[C:34]([CH3:35])=[CH:33][C:32]([CH2:36][CH3:37])=[CH:31][C:30]=3[CH3:38])=[O:27])=[CH:23][C:22]3[C:17](=[CH:18][CH:19]=[CH:20][CH:21]=3)[CH:16]=2)=[O:14])[C:8]([O:10][CH3:11])=[O:9])[CH2:6][CH2:5][CH2:4][CH2:3][CH2:2]1. The reactants are [CH:1]1([C@H:7]([NH:12][C:13]([C:15]2[C:24]([NH:25][C:26]([NH:28][C:29]3[C:34]([CH3:35])=[CH:33][C:32]([CH:36]=[CH2:37])=[CH:31][C:30]=3[CH3:38])=[O:27])=[CH:23][C:22]3[C:17](=[CH:18][CH:19]=[CH:20][CH:21]=3)[CH:16]=2)=[O:14])[C:8]([O:10][CH3:11])=[O:9])[CH2:6][CH2:5][CH2:4][CH2:3][CH2:2]1.[H][H].CCCCCC.C(OCC)(=O)C. The catalyst is C(OCC)(=O)C.[Pd]. The yield is 0.830. (8) The reactants are [N+:1]([C:4]1[CH:9]=[CH:8][C:7]([NH2:10])=[C:6]([NH2:11])[CH:5]=1)([O-:3])=[O:2].[F:12][C:13]1[CH:21]=[CH:20][C:16]([C:17](O)=O)=[CH:15][CH:14]=1.[K+].[Br-]. The catalyst is C1(C)C=CC=CC=1.C(OCC)(=O)C. The product is [F:12][C:13]1[CH:21]=[CH:20][C:16]([C:17]2[NH:11][C:6]3[CH:5]=[C:4]([N+:1]([O-:3])=[O:2])[CH:9]=[CH:8][C:7]=3[N:10]=2)=[CH:15][CH:14]=1. The yield is 0.760. (9) The reactants are Br[C:2]1[CH:7]=[CH:6][N:5]=[C:4]([Cl:8])[CH:3]=1.C[Si](C)(C)[C:11]#[C:12][CH3:13].CCCC[N+](CCCC)(CCCC)CCCC.[F-]. The catalyst is C1(C)C=CC=CC=1.[Cu]I.C1C=CC([P]([Pd]([P](C2C=CC=CC=2)(C2C=CC=CC=2)C2C=CC=CC=2)([P](C2C=CC=CC=2)(C2C=CC=CC=2)C2C=CC=CC=2)[P](C2C=CC=CC=2)(C2C=CC=CC=2)C2C=CC=CC=2)(C2C=CC=CC=2)C2C=CC=CC=2)=CC=1. The product is [Cl:8][C:4]1[CH:3]=[C:2]([C:11]#[C:12][CH3:13])[CH:7]=[CH:6][N:5]=1. The yield is 0.670. (10) The reactants are [CH3:1][CH:2]([CH3:28])[CH2:3][C@H:4]([NH:21][S@](C(C)(C)C)=O)[C:5]1[CH:6]=[N:7][C:8]([C:11]2[CH:16]=[CH:15][C:14]([C:17]([F:20])([F:19])[F:18])=[CH:13][CH:12]=2)=[N:9][CH:10]=1.[ClH:29].CCOCC. The catalyst is CO. The product is [ClH:29].[CH3:1][CH:2]([CH3:28])[CH2:3][C@H:4]([NH2:21])[C:5]1[CH:6]=[N:7][C:8]([C:11]2[CH:16]=[CH:15][C:14]([C:17]([F:20])([F:19])[F:18])=[CH:13][CH:12]=2)=[N:9][CH:10]=1. The yield is 0.970.